From a dataset of Full USPTO retrosynthesis dataset with 1.9M reactions from patents (1976-2016). Predict the reactants needed to synthesize the given product. (1) Given the product [C:1]1([C:9]2[CH:14]=[CH:13][CH:12]=[CH:11][C:10]=2[N:15]2[CH2:22][CH2:21][NH:20][CH2:19][CH2:18]2)[CH2:8][CH2:7][CH2:6][CH2:5][CH2:4][CH2:3][CH:2]=1, predict the reactants needed to synthesize it. The reactants are: [C:1]1([C:9]2[CH:14]=[CH:13][CH:12]=[CH:11][C:10]=2[NH2:15])[CH2:8][CH2:7][CH2:6][CH2:5][CH2:4][CH2:3][CH:2]=1.Cl.Cl[CH2:18][CH2:19][NH:20][CH2:21][CH2:22]Cl. (2) Given the product [CH:31]1([CH2:30][O:29][C:21]2[CH:20]=[C:19]([C:13]3[C:14]([CH3:17])([CH3:18])[C:15](=[O:16])[N:11]([CH:8]4[CH2:9][CH2:10][N:5]([C:3](=[O:4])[CH2:2][N:38]5[C:34](=[O:40])[CH2:35][CH2:36][C:37]5=[O:39])[CH2:6][CH2:7]4)[N:12]=3)[CH:24]=[CH:23][C:22]=2[O:25][CH:26]([F:27])[F:28])[CH2:32][CH2:33]1, predict the reactants needed to synthesize it. The reactants are: Cl[CH2:2][C:3]([N:5]1[CH2:10][CH2:9][CH:8]([N:11]2[C:15](=[O:16])[C:14]([CH3:18])([CH3:17])[C:13]([C:19]3[CH:24]=[CH:23][C:22]([O:25][CH:26]([F:28])[F:27])=[C:21]([O:29][CH2:30][CH:31]4[CH2:33][CH2:32]4)[CH:20]=3)=[N:12]2)[CH2:7][CH2:6]1)=[O:4].[C:34]1(=[O:40])[NH:38][C:37](=[O:39])[CH2:36][CH2:35]1. (3) Given the product [F:26][CH:14]([F:13])[O:15][C:16]1[CH:17]=[CH:18][C:19]([S:22]([N:7]2[C:8]3[C:4](=[CH:3][C:2]([I:1])=[CH:10][CH:9]=3)[CH:5]=[CH:6]2)(=[O:24])=[O:23])=[CH:20][CH:21]=1, predict the reactants needed to synthesize it. The reactants are: [I:1][C:2]1[CH:3]=[C:4]2[C:8](=[CH:9][CH:10]=1)[NH:7][CH:6]=[CH:5]2.[H-].[Na+].[F:13][CH:14]([F:26])[O:15][C:16]1[CH:21]=[CH:20][C:19]([S:22](Cl)(=[O:24])=[O:23])=[CH:18][CH:17]=1.O. (4) Given the product [Br:28][C:23]1[C:22]2[C:16]3[N:15]([CH3:26])[C:14](=[O:27])[N:13]([C:3]4[C:2]([F:1])=[C:7]([O:8][CH3:9])[CH:6]=[C:5]([O:10][CH3:11])[C:4]=4[F:12])[CH2:18][C:17]=3[CH:19]=[N:20][C:21]=2[N:25]([CH2:41][O:40][CH2:39][CH2:38][Si:37]([CH3:44])([CH3:43])[CH3:36])[CH:24]=1, predict the reactants needed to synthesize it. The reactants are: [F:1][C:2]1[C:7]([O:8][CH3:9])=[CH:6][C:5]([O:10][CH3:11])=[C:4]([F:12])[C:3]=1[N:13]1[CH2:18][C:17]2[CH:19]=[N:20][C:21]3[NH:25][CH:24]=[CH:23][C:22]=3[C:16]=2[N:15]([CH3:26])[C:14]1=[O:27].[Br:28]N1C(=O)CCC1=O.[CH3:36][Si:37]([CH3:44])([CH3:43])[CH2:38][CH2:39][O:40][CH2:41]Cl. (5) The reactants are: Cl[C:2]1[C:11]2[C:6](=[CH:7][CH:8]=[CH:9][CH:10]=2)[N:5]=[C:4]([N:12]2[CH2:17][CH2:16][CH2:15][CH2:14][CH2:13]2)[N:3]=1.[N:18]1[CH:23]=[CH:22][CH:21]=[CH:20][C:19]=1[CH2:24][NH2:25]. Given the product [N:12]1([C:4]2[N:3]=[C:2]([NH:25][CH2:24][C:19]3[CH:20]=[CH:21][CH:22]=[CH:23][N:18]=3)[C:11]3[C:6](=[CH:7][CH:8]=[CH:9][CH:10]=3)[N:5]=2)[CH2:17][CH2:16][CH2:15][CH2:14][CH2:13]1, predict the reactants needed to synthesize it. (6) The reactants are: [S:1]1[CH:5]=[CH:4][C:3]2[C:6](=[O:10])[CH2:7][CH2:8][CH2:9][C:2]1=2.[Br:11]Br. Given the product [Br:11][CH:7]1[CH2:8][CH2:9][C:2]2[S:1][CH:5]=[CH:4][C:3]=2[C:6]1=[O:10], predict the reactants needed to synthesize it.